From a dataset of Forward reaction prediction with 1.9M reactions from USPTO patents (1976-2016). Predict the product of the given reaction. (1) Given the reactants [NH2:1][C:2]1[C:7]([C:8]([O:10][CH3:11])=[O:9])=[C:6]([N+:12]([O-])=O)[C:5]([C:15]2[CH:19]=[CH:18][O:17][C:16]=2[CH:20]=O)=[CH:4][CH:3]=1.CO.N, predict the reaction product. The product is: [NH2:1][C:2]1[C:7]([C:8]([O:10][CH3:11])=[O:9])=[C:6]2[C:5]([C:15]3[CH:19]=[CH:18][O:17][C:16]=3[CH:20]=[N:12]2)=[CH:4][CH:3]=1. (2) Given the reactants Br[C:2]1[CH:3]=[C:4]([CH3:29])[C:5]([N:8]2[CH2:13][CH2:12][N:11]([C:14]([C:16]3[CH:21]=[CH:20][C:19]([N:22]4[C@H:26]([CH3:27])[CH2:25][O:24][C:23]4=[O:28])=[CH:18][CH:17]=3)=[O:15])[CH2:10][CH2:9]2)=[N:6][CH:7]=1.[C:30]1(B(O)O)[CH:35]=[CH:34][CH:33]=[CH:32][CH:31]=1, predict the reaction product. The product is: [CH3:27][C@@H:26]1[CH2:25][O:24][C:23](=[O:28])[N:22]1[C:19]1[CH:20]=[CH:21][C:16]([C:14]([N:11]2[CH2:12][CH2:13][N:8]([C:5]3[C:4]([CH3:29])=[CH:3][C:2]([C:30]4[CH:35]=[CH:34][CH:33]=[CH:32][CH:31]=4)=[CH:7][N:6]=3)[CH2:9][CH2:10]2)=[O:15])=[CH:17][CH:18]=1. (3) Given the reactants [C:1]([O:5][C:6](=[O:31])[NH:7][CH2:8][C:9]([N:11]1[CH2:16][CH2:15][N:14]([C:17]2[CH:22]=[CH:21][C:20]([O:23]CC3C=CC=CC=3)=[CH:19][CH:18]=2)[CH2:13][CH2:12]1)=[O:10])([CH3:4])([CH3:3])[CH3:2], predict the reaction product. The product is: [OH:23][C:20]1[CH:21]=[CH:22][C:17]([N:14]2[CH2:15][CH2:16][N:11]([C:9](=[O:10])[CH2:8][NH:7][C:6](=[O:31])[O:5][C:1]([CH3:2])([CH3:3])[CH3:4])[CH2:12][CH2:13]2)=[CH:18][CH:19]=1. (4) Given the reactants [CH3:1][O:2][C:3]1[CH:4]=[C:5]2[C:9](=[CH:10][C:11]=1[O:12][CH3:13])[NH:8][C:7]([C:14](O)=O)=[CH:6]2.[H-].[Al+3].[Li+].[H-].[H-].[H-].O, predict the reaction product. The product is: [CH3:1][O:2][C:3]1[CH:4]=[C:5]2[C:9](=[CH:10][C:11]=1[O:12][CH3:13])[NH:8][C:7]([CH3:14])=[CH:6]2. (5) Given the reactants [CH:1]([C@H:14]1[N:19]2[CH2:20][CH2:21][N:22](C(OCC3C=CC=CC=3)=O)[CH2:23][C@H:18]2[CH2:17][N:16]([C:34]([O:36][C:37]([CH3:40])([CH3:39])[CH3:38])=[O:35])[CH2:15]1)([C:8]1[CH:13]=[CH:12][CH:11]=[CH:10][CH:9]=1)[C:2]1[CH:7]=[CH:6][CH:5]=[CH:4][CH:3]=1, predict the reaction product. The product is: [CH:1]([C@H:14]1[N:19]2[CH2:20][CH2:21][NH:22][CH2:23][C@H:18]2[CH2:17][N:16]([C:34]([O:36][C:37]([CH3:40])([CH3:39])[CH3:38])=[O:35])[CH2:15]1)([C:8]1[CH:13]=[CH:12][CH:11]=[CH:10][CH:9]=1)[C:2]1[CH:7]=[CH:6][CH:5]=[CH:4][CH:3]=1. (6) Given the reactants ClC1C=CN=CC=1.[Cl:8][C:9]1[CH:14]=[CH:13][N:12]=[CH:11][C:10]=1[CH:15]=[O:16].[CH3:17][C:18]([N:21]([C:25]1[CH:30]=[CH:29][C:28]([OH:31])=[CH:27][CH:26]=1)[C:22](=[O:24])[O-:23])([CH3:20])[CH3:19].C(=O)([O-])[O-].[K+].[K+].[Cl-].[NH4+], predict the reaction product. The product is: [Cl:8][C:9]1[CH:14]=[CH:13][N:12]=[CH:11][C:10]=1[CH:15]=[O:16].[CH3:20][C:18]([N:21]([C:25]1[CH:26]=[CH:27][C:28]([O:31][C:9]2[CH:14]=[CH:13][N:12]=[CH:11][C:10]=2[CH:15]=[O:16])=[CH:29][CH:30]=1)[C:22](=[O:23])[O-:24])([CH3:17])[CH3:19]. (7) Given the reactants [CH3:1][O:2][C:3](=[O:12])[C:4]1[CH:9]=[CH:8][CH:7]=[C:6]([CH2:10]Br)[CH:5]=1.[Cl:13][C:14]1[CH:15]=[CH:16][C:17](=[O:20])[NH:18][N:19]=1.C(=O)([O-])[O-].[Cs+].[Cs+], predict the reaction product. The product is: [CH3:1][O:2][C:3](=[O:12])[C:4]1[CH:9]=[CH:8][CH:7]=[C:6]([CH2:10][N:18]2[C:17](=[O:20])[CH:16]=[CH:15][C:14]([Cl:13])=[N:19]2)[CH:5]=1. (8) Given the reactants [Br:1][C:2]1[CH:7]=[CH:6][CH:5]=[C:4]([S:8][C:9]([F:12])([F:11])[F:10])[C:3]=1[F:13].C(Cl)(Cl)(Cl)Cl.C(#N)C.I([O-])(=O)(=O)=[O:23].[Na+].[OH2:28], predict the reaction product. The product is: [Br:1][C:2]1[CH:7]=[CH:6][CH:5]=[C:4]([S:8]([C:9]([F:11])([F:12])[F:10])(=[O:23])=[O:28])[C:3]=1[F:13]. (9) Given the reactants [N+:1]([O-:4])(O)=[O:2].[NH:5]1[C:13]2[C:8](=[CH:9][CH:10]=[CH:11][CH:12]=2)[CH:7]=[N:6]1.C(OC(=O)C)(=O)C, predict the reaction product. The product is: [N+:1]([C:7]1[C:8]2[C:13](=[CH:12][CH:11]=[CH:10][CH:9]=2)[NH:5][N:6]=1)([O-:4])=[O:2]. (10) Given the reactants Br[C:2]1[CH:7]=[CH:6][C:5]([N+:8]([O-:10])=[O:9])=[CH:4][C:3]=1[O:11][CH3:12].[B:13]1([B:13]2[O:17][C:16]([CH3:19])([CH3:18])[C:15]([CH3:21])([CH3:20])[O:14]2)[O:17][C:16]([CH3:19])([CH3:18])[C:15]([CH3:21])([CH3:20])[O:14]1.C([O-])(=O)C.[K+], predict the reaction product. The product is: [CH3:12][O:11][C:3]1[CH:4]=[C:5]([N+:8]([O-:10])=[O:9])[CH:6]=[CH:7][C:2]=1[B:13]1[O:17][C:16]([CH3:19])([CH3:18])[C:15]([CH3:21])([CH3:20])[O:14]1.